From a dataset of Forward reaction prediction with 1.9M reactions from USPTO patents (1976-2016). Predict the product of the given reaction. (1) Given the reactants [CH2:1]([OH:8])[C:2]1[CH:7]=[CH:6][CH:5]=[CH:4][CH:3]=1.[H-].[Na+].[Cl:11][C:12]1[C:21]2[CH:20]=[N:19][CH:18]=[N:17][C:16]=2[N:15]=[C:14](Cl)[C:13]=1[C:23]1[C:28]([F:29])=[CH:27][C:26]([F:30])=[CH:25][C:24]=1[F:31], predict the reaction product. The product is: [CH2:1]([O:8][C:14]1[C:13]([C:23]2[C:28]([F:29])=[CH:27][C:26]([F:30])=[CH:25][C:24]=2[F:31])=[C:12]([Cl:11])[C:21]2[CH:20]=[N:19][CH:18]=[N:17][C:16]=2[N:15]=1)[C:2]1[CH:7]=[CH:6][CH:5]=[CH:4][CH:3]=1. (2) Given the reactants [F:1][C:2]([F:28])([F:27])[C:3]1[CH:22]=[CH:21][C:20]([C:23]([F:26])([F:25])[F:24])=[CH:19][C:4]=1[CH2:5][O:6][C:7]1[CH:8]=[C:9]([CH:12]=[C:13]([C:15]([F:18])([F:17])[F:16])[CH:14]=1)[C:10]#N.C(O)=[O:30], predict the reaction product. The product is: [F:1][C:2]([F:28])([F:27])[C:3]1[CH:22]=[CH:21][C:20]([C:23]([F:26])([F:25])[F:24])=[CH:19][C:4]=1[CH2:5][O:6][C:7]1[CH:8]=[C:9]([CH:12]=[C:13]([C:15]([F:18])([F:17])[F:16])[CH:14]=1)[CH:10]=[O:30]. (3) Given the reactants [C:1]1([CH2:7][CH2:8][CH2:9][CH2:10][OH:11])[CH:6]=[CH:5][CH:4]=[CH:3][CH:2]=1.[C:12](O)(=[O:19])[C:13]1[CH:18]=[CH:17][CH:16]=[CH:15][CH:14]=1.[OH-].[K+], predict the reaction product. The product is: [C:12]([O:11][CH2:10][CH2:9][CH2:8][CH2:7][C:1]1[CH:6]=[CH:5][CH:4]=[CH:3][CH:2]=1)(=[O:19])[C:13]1[CH:18]=[CH:17][CH:16]=[CH:15][CH:14]=1. (4) Given the reactants I[C:2]1[CH:3]=[C:4]2[C:23]([C:24](=[O:27])[NH:25][CH3:26])=[C:22]([C:28]3[CH:33]=[CH:32][C:31]([CH3:34])=[CH:30][CH:29]=3)[O:21][C:5]2=[N:6][C:7]=1[N:8]([CH2:13][CH2:14][CH2:15][CH2:16][C:17]([O:19][CH3:20])=[O:18])[S:9]([CH3:12])(=[O:11])=[O:10].[C:35]1([CH3:41])C=CC=C[CH:36]=1, predict the reaction product. The product is: [CH:41]1([C:2]2[CH:3]=[C:4]3[C:23]([C:24](=[O:27])[NH:25][CH3:26])=[C:22]([C:28]4[CH:29]=[CH:30][C:31]([CH3:34])=[CH:32][CH:33]=4)[O:21][C:5]3=[N:6][C:7]=2[N:8]([CH2:13][CH2:14][CH2:15][CH2:16][C:17]([O:19][CH3:20])=[O:18])[S:9]([CH3:12])(=[O:11])=[O:10])[CH2:35][CH2:36]1. (5) The product is: [OH2:16].[CH:11]1[C:12]2[C:7](=[N:6][C:5]3[C:14]([C:13]=2[C:15]([OH:17])=[O:16])=[CH:1][CH:2]=[CH:3][CH:4]=3)[CH:8]=[CH:9][CH:10]=1. Given the reactants [CH:1]1[C:14]2[C:5](=[N:6][C:7]3[C:12]([C:13]=2[C:15]([O:17]C)=[O:16])=[CH:11][CH:10]=[CH:9][CH:8]=3)[CH:4]=[CH:3][CH:2]=1, predict the reaction product.